The task is: Predict the product of the given reaction.. This data is from Forward reaction prediction with 1.9M reactions from USPTO patents (1976-2016). (1) Given the reactants [OH:1][C:2]1[C:10]2[C:5](=[CH:6][C:7]([CH3:11])=[CH:8][CH:9]=2)[C:4](=[O:12])[C:3]=1[C:13]1[CH:14]=[N:15][CH:16]=[CH:17][CH:18]=1.O.[NH2:20][NH2:21], predict the reaction product. The product is: [CH3:11][C:7]1[CH:6]=[C:5]2[C:10]([C:2]([CH2:3][C:13]3[CH:14]=[N:15][CH:16]=[CH:17][CH:18]=3)=[N:20][NH:21][C:4]2=[O:12])=[CH:9][CH:8]=1.[CH3:11][C:7]1[CH:6]=[C:5]2[C:10](=[CH:9][CH:8]=1)[C:2](=[O:1])[NH:21][N:20]=[C:4]2[CH2:3][C:13]1[CH:14]=[N:15][CH:16]=[CH:17][CH:18]=1. (2) Given the reactants FC(F)(F)S(O[C:7]1[C:15]2[O:14][C:13]([CH:16]3[CH2:18][CH2:17]3)=[N:12][C:11]=2[C:10]([C:19]#[N:20])=[C:9]([CH3:21])[C:8]=1[C:22]1[CH:27]=[CH:26][CH:25]=[CH:24][CH:23]=1)(=O)=O.C(N(CC)CC)C.[CH2:37]([OH:40])[CH:38]=[CH2:39], predict the reaction product. The product is: [CH:16]1([C:13]2[O:14][C:15]3[C:11](=[C:10]([C:19]#[N:20])[C:9]([CH3:21])=[C:8]([C:22]4[CH:27]=[CH:26][CH:25]=[CH:24][CH:23]=4)[C:7]=3[C:38]([CH2:37][OH:40])=[CH2:39])[N:12]=2)[CH2:17][CH2:18]1. (3) Given the reactants [C:1]([N:5]1[CH:9]=[C:8]([CH:10](OCC)[O:11]CC)[N:7]=[N:6]1)([CH3:4])([CH3:3])[CH3:2].O.FC(F)(F)C(O)=O.[O-][Mn](=O)(=O)=O.[K+], predict the reaction product. The product is: [C:1]([N:5]1[CH:9]=[C:8]([CH:10]=[O:11])[N:7]=[N:6]1)([CH3:4])([CH3:3])[CH3:2]. (4) Given the reactants [C:1]12([C:11]3[CH:33]=[CH:32][C:14]([O:15][CH2:16][C:17]([N:19]4[CH2:24][CH2:23][N:22](C(OC(C)(C)C)=O)[CH2:21][CH2:20]4)=[O:18])=[CH:13][CH:12]=3)[CH2:10][CH:5]3[CH2:6][CH:7]([CH2:9][CH:3]([CH2:4]3)[CH2:2]1)[CH2:8]2.FC(F)(F)C(O)=O, predict the reaction product. The product is: [C:1]12([C:11]3[CH:33]=[CH:32][C:14]([O:15][CH2:16][C:17]([N:19]4[CH2:24][CH2:23][NH:22][CH2:21][CH2:20]4)=[O:18])=[CH:13][CH:12]=3)[CH2:10][CH:5]3[CH2:6][CH:7]([CH2:9][CH:3]([CH2:4]3)[CH2:2]1)[CH2:8]2. (5) Given the reactants [C:1]1([NH:7]N)[CH:6]=[CH:5][CH:4]=[CH:3][CH:2]=1.[C:9]([C:12]1[O:13][C:14]2[CH:20]=[CH:19][CH:18]=[CH:17][C:15]=2[CH:16]=1)(=O)[CH3:10], predict the reaction product. The product is: [CH:4]1[CH:5]=[C:6]2[CH:10]=[C:9]([C:12]3[O:13][C:14]4[C:15](=[CH:17][CH:18]=[CH:19][CH:20]=4)[CH:16]=3)[NH:7][C:1]2=[CH:2][CH:3]=1. (6) Given the reactants Cl.[N+:2]([C:5]1[CH:6]=[C:7]([S:11]([NH:14][C:15]2[CH:16]=[C:17]3[C:21](=[CH:22][CH:23]=2)[NH:20][N:19]=[C:18]3[C:24]2[CH:29]=[CH:28][CH:27]=[CH:26][CH:25]=2)(=[O:13])=[O:12])[CH:8]=[CH:9][CH:10]=1)([O-])=O, predict the reaction product. The product is: [NH2:2][C:5]1[CH:6]=[C:7]([S:11]([NH:14][C:15]2[CH:16]=[C:17]3[C:21](=[CH:22][CH:23]=2)[NH:20][N:19]=[C:18]3[C:24]2[CH:25]=[CH:26][CH:27]=[CH:28][CH:29]=2)(=[O:13])=[O:12])[CH:8]=[CH:9][CH:10]=1. (7) The product is: [CH3:15][O:16][C:17]([C:19]1[S:20][C:21]([C:25]2[CH:30]=[CH:29][CH:28]=[CH:27][CH:26]=2)=[CH:22][C:23]=1[NH:24][CH:6]([CH:8]1[CH2:13][CH2:12][CH2:11][CH2:10][CH2:9]1)[CH2:5][C:4]([O:3][CH2:1][CH3:2])=[O:14])=[O:18]. Given the reactants [CH2:1]([O:3][C:4](=[O:14])[CH2:5][C:6]([CH:8]1[CH2:13][CH2:12][CH2:11][CH2:10][CH2:9]1)=O)[CH3:2].[CH3:15][O:16][C:17]([C:19]1[S:20][C:21]([C:25]2[CH:30]=[CH:29][CH:28]=[CH:27][CH:26]=2)=[CH:22][C:23]=1[NH2:24])=[O:18].[Sn](Cl)(Cl)(CCCC)CCCC.C1([SiH3])C=CC=CC=1, predict the reaction product.